Dataset: NCI-60 drug combinations with 297,098 pairs across 59 cell lines. Task: Regression. Given two drug SMILES strings and cell line genomic features, predict the synergy score measuring deviation from expected non-interaction effect. (1) Drug 1: C1=CC(=C2C(=C1NCCNCCO)C(=O)C3=C(C=CC(=C3C2=O)O)O)NCCNCCO. Drug 2: C(=O)(N)NO. Cell line: SW-620. Synergy scores: CSS=52.3, Synergy_ZIP=8.18, Synergy_Bliss=8.07, Synergy_Loewe=-4.82, Synergy_HSA=8.52. (2) Drug 1: CCC(=C(C1=CC=CC=C1)C2=CC=C(C=C2)OCCN(C)C)C3=CC=CC=C3.C(C(=O)O)C(CC(=O)O)(C(=O)O)O. Drug 2: CC1=C(N=C(N=C1N)C(CC(=O)N)NCC(C(=O)N)N)C(=O)NC(C(C2=CN=CN2)OC3C(C(C(C(O3)CO)O)O)OC4C(C(C(C(O4)CO)O)OC(=O)N)O)C(=O)NC(C)C(C(C)C(=O)NC(C(C)O)C(=O)NCCC5=NC(=CS5)C6=NC(=CS6)C(=O)NCCC[S+](C)C)O. Cell line: SNB-19. Synergy scores: CSS=13.6, Synergy_ZIP=-6.13, Synergy_Bliss=-0.757, Synergy_Loewe=-14.8, Synergy_HSA=-0.771. (3) Drug 1: C1=NC2=C(N=C(N=C2N1C3C(C(C(O3)CO)O)O)F)N. Drug 2: CCC1=C2CN3C(=CC4=C(C3=O)COC(=O)C4(CC)O)C2=NC5=C1C=C(C=C5)O. Cell line: SF-268. Synergy scores: CSS=35.7, Synergy_ZIP=-6.15, Synergy_Bliss=0.383, Synergy_Loewe=-82.2, Synergy_HSA=-3.96. (4) Drug 1: C1=CC(=C2C(=C1NCCNCCO)C(=O)C3=C(C=CC(=C3C2=O)O)O)NCCNCCO. Drug 2: C1=NC(=NC(=O)N1C2C(C(C(O2)CO)O)O)N. Cell line: RXF 393. Synergy scores: CSS=28.6, Synergy_ZIP=-5.63, Synergy_Bliss=-1.66, Synergy_Loewe=1.42, Synergy_HSA=3.07. (5) Drug 1: C1=NC2=C(N=C(N=C2N1C3C(C(C(O3)CO)O)O)F)N. Drug 2: CCCCCOC(=O)NC1=NC(=O)N(C=C1F)C2C(C(C(O2)C)O)O. Cell line: KM12. Synergy scores: CSS=-3.16, Synergy_ZIP=6.34, Synergy_Bliss=9.10, Synergy_Loewe=-1.77, Synergy_HSA=-1.35. (6) Drug 1: CCCCCOC(=O)NC1=NC(=O)N(C=C1F)C2C(C(C(O2)C)O)O. Drug 2: B(C(CC(C)C)NC(=O)C(CC1=CC=CC=C1)NC(=O)C2=NC=CN=C2)(O)O. Cell line: OVCAR-4. Synergy scores: CSS=27.2, Synergy_ZIP=-0.266, Synergy_Bliss=-0.0322, Synergy_Loewe=-52.7, Synergy_HSA=0.0376.